This data is from Reaction yield outcomes from USPTO patents with 853,638 reactions. The task is: Predict the reaction yield, written as a fraction of the theoretical maximum amount of product (1.0 means a 100% yield; for example, 0.34 means a 34% yield). (1) The reactants are C(N(C(C)C)CC)(C)C.[NH2:10][C:11]1[CH:19]=[C:18]([Cl:20])[CH:17]=[CH:16][C:12]=1[C:13]([OH:15])=[O:14].[C:21]1([C:31](Cl)=O)[C:30]2[C:25](=[CH:26][CH:27]=[CH:28][CH:29]=2)[CH:24]=[CH:23][CH:22]=1.CN(C(ON1N=NC2C=CC=NC1=2)=[N+](C)C)C.F[P-](F)(F)(F)(F)F. No catalyst specified. The product is [Cl:20][C:18]1[CH:17]=[CH:16][C:12]2[C:13](=[O:15])[O:14][C:31]([C:21]3[C:30]4[C:25](=[CH:26][CH:27]=[CH:28][CH:29]=4)[CH:24]=[CH:23][CH:22]=3)=[N:10][C:11]=2[CH:19]=1. The yield is 0.940. (2) The reactants are [Cl:1][C:2]1[CH:7]=[CH:6][C:5]([CH2:8][CH:9]([CH3:14])[CH2:10][S:11]([CH3:13])=[O:12])=[CH:4][N:3]=1.[N-:15]=[N+]=[N-].[Na+].OS(O)(=O)=O. The catalyst is C(Cl)(Cl)Cl. The product is [Cl:1][C:2]1[CH:7]=[CH:6][C:5]([CH2:8][CH:9]([CH3:14])[CH2:10][S:11]([CH3:13])(=[NH:15])=[O:12])=[CH:4][N:3]=1. The yield is 0.940. (3) The reactants are [Cl-].O[NH3+:3].[C:4](=[O:7])([O-])[OH:5].[Na+].CS(C)=O.[O:13]=[C:14]1[C:19]([CH2:20][C:21]2[CH:26]=[CH:25][C:24]([C:27]3[C:28]([C:33]#[N:34])=[CH:29][CH:30]=[CH:31][CH:32]=3)=[CH:23][CH:22]=2)=[C:18]([CH2:35][CH2:36][CH2:37][CH2:38][CH3:39])[N:17]2[N:40]=[CH:41][N:42]=[C:16]2[N:15]1[CH:43]1[CH2:48][CH2:47][O:46][CH2:45][CH2:44]1. The catalyst is C(OCC)(=O)C. The product is [O:7]=[C:4]1[O:5][N:3]=[C:33]([C:28]2[CH:29]=[CH:30][CH:31]=[CH:32][C:27]=2[C:24]2[CH:23]=[CH:22][C:21]([CH2:20][C:19]3[C:14](=[O:13])[N:15]([CH:43]4[CH2:44][CH2:45][O:46][CH2:47][CH2:48]4)[C:16]4[N:17]([N:40]=[CH:41][N:42]=4)[C:18]=3[CH2:35][CH2:36][CH2:37][CH2:38][CH3:39])=[CH:26][CH:25]=2)[NH:34]1. The yield is 0.680. (4) The reactants are Cl.[N:2]1[CH:7]=[CH:6][CH:5]=[C:4]([S:8](Cl)(=[O:10])=[O:9])[CH:3]=1.[NH2:12][C:13]1[CH:14]=[C:15]([C@@H:19]([NH:21][C:22]2[CH:27]=[N:26][CH:25]=[C:24]([Cl:28])[N:23]=2)[CH3:20])[CH:16]=[CH:17][CH:18]=1.C(N(CC)CC)C. The catalyst is ClCCl.C(OCC)(=O)C. The product is [Cl:28][C:24]1[N:23]=[C:22]([NH:21][C@H:19]([C:15]2[CH:14]=[C:13]([NH:12][S:8]([C:4]3[CH:3]=[N:2][CH:7]=[CH:6][CH:5]=3)(=[O:10])=[O:9])[CH:18]=[CH:17][CH:16]=2)[CH3:20])[CH:27]=[N:26][CH:25]=1. The yield is 0.280. (5) The reactants are [CH3:1][O:2][C:3](=[O:13])[CH2:4][CH2:5][C:6]1[CH:11]=[CH:10][C:9]([OH:12])=[CH:8][CH:7]=1.C([O-])([O-])=O.[K+].[K+].Br[CH2:21][C:22]1[CH:23]=[C:24]([C:28]([C:30]2[CH:35]=[CH:34][CH:33]=[CH:32][CH:31]=2)=[O:29])[CH:25]=[CH:26][CH:27]=1. The catalyst is CN(C=O)C. The product is [C:28]([C:24]1[CH:23]=[C:22]([CH:27]=[CH:26][CH:25]=1)[CH2:21][O:12][C:9]1[CH:10]=[CH:11][C:6]([CH2:5][CH2:4][C:3]([O:2][CH3:1])=[O:13])=[CH:7][CH:8]=1)(=[O:29])[C:30]1[CH:31]=[CH:32][CH:33]=[CH:34][CH:35]=1. The yield is 0.833. (6) The reactants are [Br:1][C:2]1[CH:3]=[CH:4][C:5]([OH:20])=[C:6]([CH2:8][N:9]2[C:13]([CH3:14])=[CH:12][C:11]([C:15]([O:17]CC)=[O:16])=[N:10]2)[CH:7]=1.[OH-].[Na+].Br[CH2:24][C:25]1[CH:30]=[CH:29][C:28]([F:31])=[CH:27][C:26]=1[F:32].[OH-].[Li+].Cl. The catalyst is C(O)C.O.ClCCl. The product is [Br:1][C:2]1[CH:3]=[CH:4][C:5]([O:20][CH2:24][C:25]2[CH:30]=[CH:29][C:28]([F:31])=[CH:27][C:26]=2[F:32])=[C:6]([CH2:8][N:9]2[C:13]([CH3:14])=[CH:12][C:11]([C:15]([OH:17])=[O:16])=[N:10]2)[CH:7]=1. The yield is 0.842. (7) The reactants are C([NH:8][C:9]1[N:14]=[CH:13][C:12]([N:15]([CH3:35])[C:16](=[O:34])[C:17]([C:20]2[CH:25]=[C:24]([C:26]([F:29])([F:28])[F:27])[CH:23]=[C:22]([C:30]([F:33])([F:32])[F:31])[CH:21]=2)([CH3:19])[CH3:18])=[C:11]([C:36]2[CH:41]=[CH:40][CH:39]=[CH:38][C:37]=2[CH3:42])[CH:10]=1)C1C=CC=CC=1.Cl. The catalyst is C(O)C.CO.[Pd]. The product is [NH2:8][C:9]1[N:14]=[CH:13][C:12]([N:15]([CH3:35])[C:16](=[O:34])[C:17]([C:20]2[CH:21]=[C:22]([C:30]([F:31])([F:32])[F:33])[CH:23]=[C:24]([C:26]([F:29])([F:27])[F:28])[CH:25]=2)([CH3:19])[CH3:18])=[C:11]([C:36]2[CH:41]=[CH:40][CH:39]=[CH:38][C:37]=2[CH3:42])[CH:10]=1. The yield is 0.810. (8) The reactants are [CH3:1][N:2]1[CH:6]=[CH:5][C:4]([NH2:7])=[N:3]1.Br[C:9]1[C:10](=[O:17])[N:11]([CH3:16])[CH:12]=[C:13]([Br:15])[CH:14]=1.C(=O)([O-])[O-].[Cs+].[Cs+].CC1(C)C2C(=C(P(C3C=CC=CC=3)C3C=CC=CC=3)C=CC=2)OC2C(P(C3C=CC=CC=3)C3C=CC=CC=3)=CC=CC1=2. The catalyst is C1C=CC(/C=C/C(/C=C/C2C=CC=CC=2)=O)=CC=1.C1C=CC(/C=C/C(/C=C/C2C=CC=CC=2)=O)=CC=1.C1C=CC(/C=C/C(/C=C/C2C=CC=CC=2)=O)=CC=1.[Pd].[Pd].O1CCOCC1. The product is [Br:15][C:13]1[CH:14]=[C:9]([NH:7][C:4]2[CH:5]=[CH:6][N:2]([CH3:1])[N:3]=2)[C:10](=[O:17])[N:11]([CH3:16])[CH:12]=1. The yield is 0.320.